This data is from Full USPTO retrosynthesis dataset with 1.9M reactions from patents (1976-2016). The task is: Predict the reactants needed to synthesize the given product. (1) Given the product [CH2:1]([O:8][C:9]1[CH:21]=[CH:20][C:12]([CH:13]=[C:14]2[CH2:19][CH2:18][N:17]([C:23]3[CH:28]=[CH:27][C:26]([O:29][CH:30]4[CH2:35][CH2:34][CH2:33][CH2:32][O:31]4)=[CH:25][CH:24]=3)[CH2:16][CH2:15]2)=[CH:11][CH:10]=1)[C:2]1[CH:3]=[CH:4][CH:5]=[CH:6][CH:7]=1, predict the reactants needed to synthesize it. The reactants are: [CH2:1]([O:8][C:9]1[CH:21]=[CH:20][C:12]([CH:13]=[C:14]2[CH2:19][CH2:18][NH:17][CH2:16][CH2:15]2)=[CH:11][CH:10]=1)[C:2]1[CH:7]=[CH:6][CH:5]=[CH:4][CH:3]=1.Br[C:23]1[CH:28]=[CH:27][C:26]([O:29][CH:30]2[CH2:35][CH2:34][CH2:33][CH2:32][O:31]2)=[CH:25][CH:24]=1.CC(C)([O-])C.[Na+].F[B-](F)(F)F.C(P(C(C)(C)C)C(C)(C)C)(C)(C)C. (2) The reactants are: [C:1]([C:4]1[S:8][C:7]([C:9]([O:11][CH3:12])=[O:10])=[CH:6][CH:5]=1)(=[O:3])[CH3:2].[Br:13]Br. Given the product [Br:13][CH2:2][C:1]([C:4]1[S:8][C:7]([C:9]([O:11][CH3:12])=[O:10])=[CH:6][CH:5]=1)=[O:3], predict the reactants needed to synthesize it. (3) Given the product [NH2:1][C@@H:2]([CH2:20][C:21]1[CH:22]=[CH:23][C:24]([C:27]([F:28])([F:29])[F:30])=[CH:25][CH:26]=1)[CH2:3][NH:4][C:5]1[S:9][C:8]([C:10]2[CH:11]=[C:12]3[C:16](=[CH:17][CH:18]=2)[NH:15][C:14](=[O:19])[C:13]3=[C:33]([CH3:35])[CH3:32])=[N:7][N:6]=1, predict the reactants needed to synthesize it. The reactants are: [NH2:1][C@@H:2]([CH2:20][C:21]1[CH:26]=[CH:25][C:24]([C:27]([F:30])([F:29])[F:28])=[CH:23][CH:22]=1)[CH2:3][NH:4][C:5]1[S:9][C:8]([C:10]2[CH:11]=[C:12]3[C:16](=[CH:17][CH:18]=2)[NH:15][C:14](=[O:19])[CH2:13]3)=[N:7][N:6]=1.N.[CH3:32][C:33]([CH3:35])=O. (4) Given the product [Cl:1][C:2]1[CH:7]=[CH:6][C:5]([CH:8]([C:21]2[CH:26]=[CH:25][C:24]([Cl:27])=[CH:23][CH:22]=2)[C:9]2[CH:10]=[C:11]3[C:16](=[CH:17][CH:18]=2)[N:15]=[C:14]([OH:19])[CH:13]=[C:12]3[NH:40][CH:37]2[CH2:38][CH2:39][N:34]([C:28]3[CH:33]=[CH:32][CH:31]=[CH:30][CH:29]=3)[CH2:35][CH2:36]2)=[CH:4][CH:3]=1, predict the reactants needed to synthesize it. The reactants are: [Cl:1][C:2]1[CH:7]=[CH:6][C:5]([CH:8]([C:21]2[CH:26]=[CH:25][C:24]([Cl:27])=[CH:23][CH:22]=2)[C:9]2[CH:10]=[C:11]3[C:16](=[CH:17][CH:18]=2)[N:15]=[C:14]([OH:19])[CH:13]=[C:12]3Br)=[CH:4][CH:3]=1.[C:28]1([N:34]2[CH2:39][CH2:38][CH:37]([NH2:40])[CH2:36][CH2:35]2)[CH:33]=[CH:32][CH:31]=[CH:30][CH:29]=1.C([O-])([O-])=O.[Cs+].[Cs+].